This data is from NCI-60 drug combinations with 297,098 pairs across 59 cell lines. The task is: Regression. Given two drug SMILES strings and cell line genomic features, predict the synergy score measuring deviation from expected non-interaction effect. (1) Drug 1: CCCS(=O)(=O)NC1=C(C(=C(C=C1)F)C(=O)C2=CNC3=C2C=C(C=N3)C4=CC=C(C=C4)Cl)F. Drug 2: C1=CN(C(=O)N=C1N)C2C(C(C(O2)CO)O)O.Cl. Cell line: HCC-2998. Synergy scores: CSS=9.99, Synergy_ZIP=3.81, Synergy_Bliss=0.773, Synergy_Loewe=-30.0, Synergy_HSA=-8.71. (2) Drug 1: C1=NC2=C(N=C(N=C2N1C3C(C(C(O3)CO)O)O)F)N. Drug 2: CS(=O)(=O)CCNCC1=CC=C(O1)C2=CC3=C(C=C2)N=CN=C3NC4=CC(=C(C=C4)OCC5=CC(=CC=C5)F)Cl. Cell line: SF-539. Synergy scores: CSS=-1.88, Synergy_ZIP=5.37, Synergy_Bliss=-4.42, Synergy_Loewe=-2.14, Synergy_HSA=-6.78.